This data is from Forward reaction prediction with 1.9M reactions from USPTO patents (1976-2016). The task is: Predict the product of the given reaction. (1) Given the reactants [OH:1][C@H:2]1[CH2:7][CH2:6][C@H:5]([N:8]2[CH2:12][CH2:11][C:10]3([CH2:17][CH2:16][NH:15][CH2:14][CH2:13]3)[C:9]2=[O:18])[CH2:4][CH2:3]1.F[C:20]1[CH:27]=[CH:26][C:23]([C:24]#[N:25])=[CH:22][CH:21]=1.C(N(CC)C(C)C)(C)C, predict the reaction product. The product is: [OH:1][C@H:2]1[CH2:3][CH2:4][C@H:5]([N:8]2[CH2:12][CH2:11][C:10]3([CH2:17][CH2:16][N:15]([C:20]4[CH:27]=[CH:26][C:23]([C:24]#[N:25])=[CH:22][CH:21]=4)[CH2:14][CH2:13]3)[C:9]2=[O:18])[CH2:6][CH2:7]1. (2) Given the reactants [Br:1][C:2]1[CH:7]=[CH:6][C:5]([CH:8]([CH3:13])[CH2:9][C:10](O)=[O:11])=[CH:4][CH:3]=1.B, predict the reaction product. The product is: [Br:1][C:2]1[CH:3]=[CH:4][C:5]([CH:8]([CH3:13])[CH2:9][CH2:10][OH:11])=[CH:6][CH:7]=1. (3) Given the reactants [Br:1][C:2]1[C:3]([F:21])=[C:4]([C:7]([O:10][CH2:11][CH2:12][O:13][Si:14]([C:17]([CH3:20])([CH3:19])[CH3:18])([CH3:16])[CH3:15])=[CH:8][CH:9]=1)[CH:5]=O.ClC1C=[C:25](C=CC=1)[CH:26]=[O:27].[CH3:31][Si:32]([CH3:39])([CH3:38])N[Si:32]([CH3:39])([CH3:38])[CH3:31].C([Li])CCC.C[Si](Cl)(C)C.C([N:52](CC)CC)C.C(Cl)(=O)C, predict the reaction product. The product is: [Br:1][C:2]1[C:3]([F:21])=[C:4]([CH:5]=[N:52][C:26]([O:25][Si:32]([CH3:39])([CH3:38])[CH3:31])=[CH2:27])[C:7]([O:10][CH2:11][CH2:12][O:13][Si:14]([C:17]([CH3:20])([CH3:19])[CH3:18])([CH3:16])[CH3:15])=[CH:8][CH:9]=1.